Dataset: Full USPTO retrosynthesis dataset with 1.9M reactions from patents (1976-2016). Task: Predict the reactants needed to synthesize the given product. (1) Given the product [CH3:18][O:19][NH:20][C:21]([C:23]1[C:24](=[O:46])[C:25]2[CH:30]=[N:29][C:28]([NH:17][C:14]3[CH:15]=[CH:16][C:11]([S:8]([N:5]4[CH2:6][CH2:7][N:2]([CH3:1])[CH2:3][CH2:4]4)(=[O:10])=[O:9])=[CH:12][CH:13]=3)=[N:27][C:26]=2[N:35]([C:37]2[CH:38]=[C:39]3[C:43](=[CH:44][CH:45]=2)[CH2:42][CH2:41][CH2:40]3)[CH:36]=1)=[O:22], predict the reactants needed to synthesize it. The reactants are: [CH3:1][N:2]1[CH2:7][CH2:6][N:5]([S:8]([C:11]2[CH:16]=[CH:15][C:14]([NH2:17])=[CH:13][CH:12]=2)(=[O:10])=[O:9])[CH2:4][CH2:3]1.[CH3:18][O:19][NH:20][C:21]([C:23]1[C:24](=[O:46])[C:25]2[CH:30]=[N:29][C:28](S(C)(=O)=O)=[N:27][C:26]=2[N:35]([C:37]2[CH:38]=[C:39]3[C:43](=[CH:44][CH:45]=2)[CH2:42][CH2:41][CH2:40]3)[CH:36]=1)=[O:22]. (2) Given the product [C:37]([OH:44])(=[O:43])/[CH:38]=[CH:39]\[C:40]([OH:42])=[O:41].[C:37]([OH:44])(=[O:43])/[CH:38]=[CH:39]\[C:40]([OH:42])=[O:41].[C:37]([OH:44])(=[O:43])/[CH:38]=[CH:39]\[C:40]([OH:42])=[O:41].[F:1][C:2]1[CH:7]=[CH:6][C:5]([CH:8]([N:30]2[CH2:35][CH2:34][N:33]([CH3:36])[CH2:32][CH2:31]2)[CH2:9][N:10]2[CH2:11][CH2:12][N:13]([CH2:16][CH2:17][CH2:18][CH2:19][C:20]3[C:24]4[CH:25]=[CH:26][C:27]([F:29])=[CH:28][C:23]=4[O:22][N:21]=3)[CH2:14][CH2:15]2)=[CH:4][CH:3]=1, predict the reactants needed to synthesize it. The reactants are: [F:1][C:2]1[CH:7]=[CH:6][C:5]([CH:8]([N:30]2[CH2:35][CH2:34][N:33]([CH3:36])[CH2:32][CH2:31]2)[CH2:9][N:10]2[CH2:15][CH2:14][N:13]([CH2:16][CH2:17][CH2:18][CH2:19][C:20]3[C:24]4[CH:25]=[CH:26][C:27]([F:29])=[CH:28][C:23]=4[O:22][N:21]=3)[CH2:12][CH2:11]2)=[CH:4][CH:3]=1.[C:37]([OH:44])(=[O:43])/[CH:38]=[CH:39]\[C:40]([OH:42])=[O:41]. (3) The reactants are: [CH2:1]([O:3][C:4]([C:6]1[C:7]([OH:22])=[C:8]2[C:14]([C:15]3[CH:20]=[CH:19][CH:18]=[C:17]([Cl:21])[CH:16]=3)=[N:13][O:12][C:9]2=[CH:10][N:11]=1)=[O:5])[CH3:2].CC1C=C(C)N=C(C)C=1.CC1C([IH+:39])=C(C)N=C(C)C=1.F[P-](F)(F)(F)(F)F. Given the product [CH2:1]([O:3][C:4]([C:6]1[C:7]([OH:22])=[C:8]2[C:14]([C:15]3[CH:20]=[CH:19][CH:18]=[C:17]([Cl:21])[CH:16]=3)=[N:13][O:12][C:9]2=[C:10]([I:39])[N:11]=1)=[O:5])[CH3:2], predict the reactants needed to synthesize it. (4) The reactants are: [C:1]([CH:5]1[CH2:10][CH2:9][CH:8]([O:11][C:12]2[CH:13]=[C:14]3[C:19](=[CH:20][CH:21]=2)[CH:18]=[C:17]([CH2:22][N:23]2[CH2:28][CH2:27][C:26]([CH2:32]C)(C(O)=O)[CH2:25][CH2:24]2)[CH:16]=[CH:15]3)[CH2:7][CH2:6]1)([CH3:4])([CH3:3])[CH3:2].N1CCC(C[C:41]([OH:43])=[O:42])CC1.C(C1CCC(OC2C=C3C(=CC=2)C=C(C=O)C=C3)CC1)(C)(C)C.C(O[BH-](OC(=O)C)OC(=O)C)(=O)C.[Na+]. Given the product [C:1]([CH:5]1[CH2:10][CH2:9][CH:8]([O:11][C:12]2[CH:13]=[C:14]3[C:19](=[CH:20][CH:21]=2)[CH:18]=[C:17]([CH2:22][N:23]2[CH2:24][CH2:25][CH:26]([CH2:32][C:41]([OH:43])=[O:42])[CH2:27][CH2:28]2)[CH:16]=[CH:15]3)[CH2:7][CH2:6]1)([CH3:3])([CH3:4])[CH3:2], predict the reactants needed to synthesize it.